From a dataset of NCI-60 drug combinations with 297,098 pairs across 59 cell lines. Regression. Given two drug SMILES strings and cell line genomic features, predict the synergy score measuring deviation from expected non-interaction effect. (1) Drug 1: C1CN1C2=NC(=NC(=N2)N3CC3)N4CC4. Drug 2: C1C(C(OC1N2C=NC3=C2NC=NCC3O)CO)O. Cell line: KM12. Synergy scores: CSS=20.4, Synergy_ZIP=5.78, Synergy_Bliss=7.08, Synergy_Loewe=0.338, Synergy_HSA=6.16. (2) Cell line: SF-539. Synergy scores: CSS=-1.02, Synergy_ZIP=-0.805, Synergy_Bliss=-0.693, Synergy_Loewe=-2.05, Synergy_HSA=-1.10. Drug 2: CN(C(=O)NC(C=O)C(C(C(CO)O)O)O)N=O. Drug 1: CC1=CC2C(CCC3(C2CCC3(C(=O)C)OC(=O)C)C)C4(C1=CC(=O)CC4)C. (3) Drug 1: CC12CCC3C(C1CCC2O)C(CC4=C3C=CC(=C4)O)CCCCCCCCCS(=O)CCCC(C(F)(F)F)(F)F. Drug 2: CC(C)CN1C=NC2=C1C3=CC=CC=C3N=C2N. Cell line: NCI-H460. Synergy scores: CSS=-3.54, Synergy_ZIP=2.24, Synergy_Bliss=-1.98, Synergy_Loewe=-6.88, Synergy_HSA=-7.71. (4) Drug 1: C1CN1P(=S)(N2CC2)N3CC3. Drug 2: CC1=C(C(=CC=C1)Cl)NC(=O)C2=CN=C(S2)NC3=CC(=NC(=N3)C)N4CCN(CC4)CCO. Cell line: RXF 393. Synergy scores: CSS=7.19, Synergy_ZIP=3.33, Synergy_Bliss=8.49, Synergy_Loewe=-1.83, Synergy_HSA=0.494.